Dataset: Buchwald-Hartwig C-N cross coupling reaction yields with 55,370 reactions. Task: Predict the reaction yield, written as a fraction of the theoretical maximum amount of product (1.0 means a 100% yield; for example, 0.34 means a 34% yield). (1) The reactants are Clc1ccccn1.Cc1ccc(N)cc1.O=S(=O)(O[Pd]1c2ccccc2-c2ccccc2N~1)C(F)(F)F.CC(C)c1cc(C(C)C)c(-c2ccccc2P(C2CCCCC2)C2CCCCC2)c(C(C)C)c1.CN(C)C(=NC(C)(C)C)N(C)C.CCOC(=O)c1cc(C)no1. No catalyst specified. The product is Cc1ccc(Nc2ccccn2)cc1. The yield is 0.304. (2) The reactants are CCc1ccc(Br)cc1.Cc1ccc(N)cc1.O=S(=O)(O[Pd]1c2ccccc2-c2ccccc2N~1)C(F)(F)F.COc1ccc(OC)c(P(C(C)(C)C)C(C)(C)C)c1-c1c(C(C)C)cc(C(C)C)cc1C(C)C.CCN=P(N=P(N(C)C)(N(C)C)N(C)C)(N(C)C)N(C)C.CCOC(=O)c1cc(OC)no1. No catalyst specified. The product is CCc1ccc(Nc2ccc(C)cc2)cc1. The yield is 0.544. (3) The reactants are FC(F)(F)c1ccc(Br)cc1.Cc1ccc(N)cc1.O=S(=O)(O[Pd]1c2ccccc2-c2ccccc2N~1)C(F)(F)F.COc1ccc(OC)c(P([C@]23C[C@H]4C[C@H](C[C@H](C4)C2)C3)[C@]23C[C@H]4C[C@H](C[C@H](C4)C2)C3)c1-c1c(C(C)C)cc(C(C)C)cc1C(C)C.CCN=P(N=P(N(C)C)(N(C)C)N(C)C)(N(C)C)N(C)C.Cc1cc(-n2cccc2)no1. No catalyst specified. The product is Cc1ccc(Nc2ccc(C(F)(F)F)cc2)cc1. The yield is 0.191. (4) The reactants are Brc1cccnc1.Cc1ccc(N)cc1.O=S(=O)(O[Pd]1c2ccccc2-c2ccccc2N~1)C(F)(F)F.CC(C)c1cc(C(C)C)c(-c2ccccc2P(C(C)(C)C)C(C)(C)C)c(C(C)C)c1.CCN=P(N=P(N(C)C)(N(C)C)N(C)C)(N(C)C)N(C)C.Cc1ccon1. No catalyst specified. The product is Cc1ccc(Nc2cccnc2)cc1. The yield is 0. (5) The yield is 0.480. The product is Cc1ccc(Nc2ccc(C(F)(F)F)cc2)cc1. The reactants are FC(F)(F)c1ccc(I)cc1.Cc1ccc(N)cc1.O=S(=O)(O[Pd]1c2ccccc2-c2ccccc2N~1)C(F)(F)F.COc1ccc(OC)c(P([C@]23C[C@H]4C[C@H](C[C@H](C4)C2)C3)[C@]23C[C@H]4C[C@H](C[C@H](C4)C2)C3)c1-c1c(C(C)C)cc(C(C)C)cc1C(C)C.CN(C)C(=NC(C)(C)C)N(C)C.c1ccc(-c2ccon2)cc1. No catalyst specified.